Dataset: Full USPTO retrosynthesis dataset with 1.9M reactions from patents (1976-2016). Task: Predict the reactants needed to synthesize the given product. (1) Given the product [CH3:1][O:2][C:3]([C@@H:5]1[CH2:9][C@H:8]([NH:10][C:29]([C:20]2[CH:21]=[CH:22][C:23]3[C:28](=[CH:27][CH:26]=[CH:25][CH:24]=3)[C:19]=2[NH2:18])=[O:30])[CH2:7][N:6]1[CH2:11][CH:12]1[CH2:17][CH2:16][CH2:15][CH2:14][CH2:13]1)=[O:4], predict the reactants needed to synthesize it. The reactants are: [CH3:1][O:2][C:3]([C@@H:5]1[CH2:9][C@H:8]([NH2:10])[CH2:7][N:6]1[CH2:11][CH:12]1[CH2:17][CH2:16][CH2:15][CH2:14][CH2:13]1)=[O:4].[NH2:18][C:19]1[C:28]2[C:23](=[CH:24][CH:25]=[CH:26][CH:27]=2)[CH:22]=[CH:21][C:20]=1[C:29](O)=[O:30]. (2) Given the product [Cl:15][C:16]1[CH:21]=[CH:20][CH:19]=[CH:18][C:17]=1[CH:22]([C:2]1[S:3][C:4]2[C:9]([N:1]=1)=[CH:8][CH:7]=[CH:6][N:5]=2)[NH:23][S:24]([C:27]1[CH:37]=[CH:36][C:30]2[O:31][CH2:32][CH2:33][CH2:34][O:35][C:29]=2[CH:28]=1)(=[O:25])=[O:26], predict the reactants needed to synthesize it. The reactants are: [N:1]1[C:9]2[C:4](=[N:5][CH:6]=[CH:7][CH:8]=2)[S:3][CH:2]=1.C([Li])CCC.[Cl:15][C:16]1[CH:21]=[CH:20][CH:19]=[CH:18][C:17]=1[CH:22]=[N:23][S:24]([C:27]1[CH:37]=[CH:36][C:30]2[O:31][CH2:32][CH2:33][CH2:34][O:35][C:29]=2[CH:28]=1)(=[O:26])=[O:25]. (3) Given the product [C:18]([O:17][C:15]([N:9]1[CH2:10][C:11]([F:13])([F:14])[CH2:12][C@H:8]1[CH:6]([CH3:7])[CH2:5][C:4]([OH:22])=[O:3])=[O:16])([CH3:21])([CH3:19])[CH3:20], predict the reactants needed to synthesize it. The reactants are: C([O:3][C:4](=[O:22])[CH2:5][CH:6]([C@@H:8]1[CH2:12][C:11]([F:14])([F:13])[CH2:10][N:9]1[C:15]([O:17][C:18]([CH3:21])([CH3:20])[CH3:19])=[O:16])[CH3:7])C.O[Li].O.